This data is from Forward reaction prediction with 1.9M reactions from USPTO patents (1976-2016). The task is: Predict the product of the given reaction. (1) Given the reactants [CH2:1]([O:3][C:4]1[C:5](=[O:10])[CH2:6][CH2:7][CH2:8][CH:9]=1)[CH3:2].[CH2:11]([O:13][C:14](=[O:20])[C:15](OCC)=[O:16])[CH3:12].C(Cl)(Cl)Cl.Cl, predict the reaction product. The product is: [CH2:1]([O:3][C:4]1[C:5](=[O:10])[CH:6]([C:15](=[O:16])[C:14]([O:13][CH2:11][CH3:12])=[O:20])[CH2:7][CH2:8][CH:9]=1)[CH3:2]. (2) Given the reactants [Cl:1][C:2]1[CH:42]=[CH:41][C:5]([CH2:6][CH:7]([C:17]([N:19]2[CH2:24][CH2:23][N:22]([C:25]3[C:30]([C:31]4[CH:36]=[CH:35][CH:34]=[CH:33][CH:32]=4)=[CH:29][N:28]=[C:27]4[NH:37][CH:38]=[C:39]([CH3:40])[C:26]=34)[CH2:21][CH2:20]2)=[O:18])[CH2:8][NH:9]C(=O)OC(C)(C)C)=[CH:4][CH:3]=1.C(O)(C(F)(F)F)=O.C1(N)C(F)=C(F)C(F)=C(N)C=1F.Cl.Cl, predict the reaction product. The product is: [NH2:9][CH2:8][CH:7]([CH2:6][C:5]1[CH:41]=[CH:42][C:2]([Cl:1])=[CH:3][CH:4]=1)[C:17]([N:19]1[CH2:20][CH2:21][N:22]([C:25]2[C:30]([C:31]3[CH:32]=[CH:33][CH:34]=[CH:35][CH:36]=3)=[CH:29][N:28]=[C:27]3[NH:37][CH:38]=[C:39]([CH3:40])[C:26]=23)[CH2:23][CH2:24]1)=[O:18]. (3) Given the reactants [I:1][C:2]1[N:3]=[CH:4][NH:5][CH:6]=1.[Cl:7][C:8]1[CH:13]=[CH:12][CH:11]=[CH:10][C:9]=1[CH2:14][CH2:15]OS(C)(=O)=O, predict the reaction product. The product is: [Cl:7][C:8]1[CH:13]=[CH:12][CH:11]=[CH:10][C:9]=1[CH2:14][CH2:15][N:5]1[CH:6]=[C:2]([I:1])[N:3]=[CH:4]1. (4) Given the reactants [CH3:1][C:2]1[N:3]=[CH:4][N:5]([CH2:7][CH2:8][CH2:9][NH2:10])[CH:6]=1.[CH:11](=[O:18])C1C=CC=CC=1.[CH2:19]([N+]#[C-])[C:20]1[CH:25]=[CH:24][CH:23]=[CH:22][CH:21]=1.[O:28]([C:30]#[N:31])[K], predict the reaction product. The product is: [CH3:1][C:2]1[N:3]=[CH:4][N:5]([CH2:7][CH2:8][CH2:9][N:10]2[CH:19]([C:20]3[CH:21]=[CH:22][CH:23]=[CH:24][CH:25]=3)[C:30](=[O:28])[NH:31][C:11]2=[O:18])[CH:6]=1.